Dataset: CYP1A2 inhibition data for predicting drug metabolism from PubChem BioAssay. Task: Regression/Classification. Given a drug SMILES string, predict its absorption, distribution, metabolism, or excretion properties. Task type varies by dataset: regression for continuous measurements (e.g., permeability, clearance, half-life) or binary classification for categorical outcomes (e.g., BBB penetration, CYP inhibition). Dataset: cyp1a2_veith. The molecule is COc1ccccc1CN1CCCC2(CCN(C(=O)c3cccn3C)CC2)C1. The result is 0 (non-inhibitor).